From a dataset of Forward reaction prediction with 1.9M reactions from USPTO patents (1976-2016). Predict the product of the given reaction. (1) Given the reactants C([O:3][C:4]([CH:6]1[CH2:11][CH2:10][CH2:9][N:8]([C:12]2[CH:17]=[CH:16][C:15]([N+:18]([O-:20])=[O:19])=[C:14]([NH:21][CH2:22][C:23]3[CH:28]=[CH:27][CH:26]=[CH:25][CH:24]=3)[CH:13]=2)[CH2:7]1)=[O:5])C.[OH-].[Li+], predict the reaction product. The product is: [CH2:22]([NH:21][C:14]1[CH:13]=[C:12]([N:8]2[CH2:9][CH2:10][CH2:11][CH:6]([C:4]([OH:5])=[O:3])[CH2:7]2)[CH:17]=[CH:16][C:15]=1[N+:18]([O-:20])=[O:19])[C:23]1[CH:24]=[CH:25][CH:26]=[CH:27][CH:28]=1. (2) The product is: [Br:1][C:2]1[N:7]=[C:6]([C:8]#[C:9][CH2:10][CH:11]2[CH2:15][O:14][C@@H:13]3[C@H:16]([O:19][Si:20]([C:23]([CH3:24])([CH3:25])[CH3:26])([CH3:22])[CH3:21])[CH2:17][O:18][C@H:12]23)[C:5]([NH:27][C:36](=[O:37])[O:38][C:39]([CH3:42])([CH3:41])[CH3:40])=[CH:4][C:3]=1[Cl:28]. Given the reactants [Br:1][C:2]1[N:7]=[C:6]([C:8]#[C:9][CH2:10][CH:11]2[CH2:15][O:14][C@@H:13]3[C@H:16]([O:19][Si:20]([C:23]([CH3:26])([CH3:25])[CH3:24])([CH3:22])[CH3:21])[CH2:17][O:18][C@H:12]23)[C:5]([NH2:27])=[CH:4][C:3]=1[Cl:28].CCN(CC)CC.[C:36](O[C:36]([O:38][C:39]([CH3:42])([CH3:41])[CH3:40])=[O:37])([O:38][C:39]([CH3:42])([CH3:41])[CH3:40])=[O:37], predict the reaction product. (3) Given the reactants [CH3:1][C:2]1[CH:7]=[CH:6][CH:5]=[C:4]([CH3:8])[C:3]=1[SH:9].[CH2:10](Br)[CH2:11][CH2:12][CH2:13][CH2:14][CH3:15], predict the reaction product. The product is: [CH3:1][C:2]1[CH:7]=[CH:6][CH:5]=[C:4]([CH3:8])[C:3]=1[S:9][CH2:10][CH2:11][CH2:12][CH2:13][CH2:14][CH3:15]. (4) Given the reactants [CH2:1]([N:8]1[C:16]2[C:11](=[CH:12][CH:13]=[C:14]([C:17]([O:19][CH2:20][CH3:21])=[O:18])[CH:15]=2)[C:10]([C:22](O)=[O:23])=[C:9]1[CH:25]([CH3:27])[CH3:26])[C:2]1[CH:7]=[CH:6][CH:5]=[CH:4][CH:3]=1.C(Cl)CCl.[F:32][C:33]1[CH:34]=[C:35]([CH:38]=[CH:39][C:40]=1[F:41])[CH2:36][NH2:37], predict the reaction product. The product is: [CH2:1]([N:8]1[C:16]2[C:11](=[CH:12][CH:13]=[C:14]([C:17]([O:19][CH2:20][CH3:21])=[O:18])[CH:15]=2)[C:10]([C:22](=[O:23])[NH:37][CH2:36][C:35]2[CH:38]=[CH:39][C:40]([F:41])=[C:33]([F:32])[CH:34]=2)=[C:9]1[CH:25]([CH3:26])[CH3:27])[C:2]1[CH:3]=[CH:4][CH:5]=[CH:6][CH:7]=1. (5) The product is: [Br:1][CH2:2][CH2:3][CH2:4][O:5][C:6]1[CH:11]=[CH:10][C:9]([C:21]([C:20]2[CH:24]=[CH:25][C:17]([I:16])=[CH:18][CH:19]=2)=[O:22])=[CH:8][CH:7]=1. Given the reactants [Br:1][CH2:2][CH2:3][CH2:4][O:5][C:6]1[CH:11]=[CH:10][CH:9]=[CH:8][CH:7]=1.[Cl-].[Cl-].[Cl-].[Al+3].[I:16][C:17]1[CH:25]=[CH:24][C:20]([C:21](Cl)=[O:22])=[CH:19][CH:18]=1, predict the reaction product. (6) The product is: [CH3:37][O:36][C:35]1[CH:34]=[C:33]2[C:29](=[CH:28][C:27]=1[O:26][CH3:25])[CH2:30][N:31]([C:20](=[O:22])[CH2:19][CH2:18][CH2:17][CH2:16][CH2:15][N:12]1[CH2:13][CH2:14][N:9]([C:5]3[CH:6]=[CH:7][CH:8]=[C:3]([C:2]([F:23])([F:1])[F:24])[CH:4]=3)[CH2:10][CH2:11]1)[CH2:32]2. Given the reactants [F:1][C:2]([F:24])([F:23])[C:3]1[CH:4]=[C:5]([N:9]2[CH2:14][CH2:13][N:12]([CH2:15][CH2:16][CH2:17][CH2:18][CH2:19][C:20]([OH:22])=O)[CH2:11][CH2:10]2)[CH:6]=[CH:7][CH:8]=1.[CH3:25][O:26][C:27]1[CH:28]=[C:29]2[C:33](=[CH:34][C:35]=1[O:36][CH3:37])[CH2:32][NH:31][CH2:30]2, predict the reaction product. (7) Given the reactants [C:9](O[C:9]([O:11][C:12]([CH3:15])([CH3:14])[CH3:13])=[O:10])([O:11][C:12]([CH3:15])([CH3:14])[CH3:13])=[O:10].[C:16]([C:18]1[CH:23]=[CH:22][C:21]([CH:24]([CH3:30])[C:25]([O:27][CH2:28][CH3:29])=[O:26])=[CH:20][CH:19]=1)#[N:17], predict the reaction product. The product is: [C:12]([O:11][C:9]([NH:17][CH2:16][C:18]1[CH:19]=[CH:20][C:21]([CH:24]([CH3:30])[C:25]([O:27][CH2:28][CH3:29])=[O:26])=[CH:22][CH:23]=1)=[O:10])([CH3:13])([CH3:14])[CH3:15].